Task: Predict the reactants needed to synthesize the given product.. Dataset: Full USPTO retrosynthesis dataset with 1.9M reactions from patents (1976-2016) The reactants are: [I:1][C:2]1[C:3]([NH2:8])=[N:4][CH:5]=[N:6][CH:7]=1.N1C=CC=CC=1.[C:15](O[C:15]([O:17][C:18]([CH3:21])([CH3:20])[CH3:19])=[O:16])([O:17][C:18]([CH3:21])([CH3:20])[CH3:19])=[O:16]. Given the product [C:18]([O:17][C:15](=[O:16])[NH:8][C:3]1[C:2]([I:1])=[CH:7][N:6]=[CH:5][N:4]=1)([CH3:21])([CH3:20])[CH3:19], predict the reactants needed to synthesize it.